Dataset: Reaction yield outcomes from USPTO patents with 853,638 reactions. Task: Predict the reaction yield, written as a fraction of the theoretical maximum amount of product (1.0 means a 100% yield; for example, 0.34 means a 34% yield). (1) The yield is 0.880. The catalyst is C1(C)C=CC=CC=1.[Cl-].[Na+].O.C1C=CC([P]([Pd]([P](C2C=CC=CC=2)(C2C=CC=CC=2)C2C=CC=CC=2)([P](C2C=CC=CC=2)(C2C=CC=CC=2)C2C=CC=CC=2)[P](C2C=CC=CC=2)(C2C=CC=CC=2)C2C=CC=CC=2)(C2C=CC=CC=2)C2C=CC=CC=2)=CC=1. The reactants are Br[C:2]1[CH:3]=[C:4]([CH:9]=[CH:10][C:11]=1[C:12]([CH3:15])([CH3:14])[CH3:13])[C:5]([O:7][CH3:8])=[O:6].[C:16](B1OC(C)(C)C(C)(C)O1)([CH3:18])=[CH2:17].C(=O)([O-])[O-].[K+].[K+].CCOC(C)=O. The product is [C:12]([C:11]1[CH:10]=[CH:9][C:4]([C:5]([O:7][CH3:8])=[O:6])=[CH:3][C:2]=1[C:16]([CH3:18])=[CH2:17])([CH3:15])([CH3:14])[CH3:13]. (2) The reactants are [O:1]=[CH:2][CH2:3][C:4]#[N:5].[F:6][C:7]([F:18])([F:17])[C:8]1[C:13]([C:14](O)=O)=[CH:12][N:11]=[CH:10][CH:9]=1.CN(C(O[N:27]1N=[N:34][C:29]2C=[CH:31][CH:32]=[N:33][C:28]1=2)=[N+](C)C)C.F[P-](F)(F)(F)(F)F.CCN(C(C)C)C(C)C.COC1C=CC(P2(SP(C3C=CC(OC)=CC=3)(=S)S2)=S)=CC=1.[OH-].[Na+].[C:76]([CH2:78][C:79](O)=O)#[N:77]. The catalyst is CS(C)=O.CO.FC(F)(F)C([O-])=O.[Hg+2].FC(F)(F)C([O-])=O. The product is [C:14]1([C@@H:13]2[C@H:8]([C:7]([F:18])([F:17])[F:6])[CH2:9][CH2:10][N:11]([C:2](=[O:1])[CH2:3][C:4]#[N:5])[CH2:12]2)[N:34]2[C:29]3[CH:31]=[CH:32][NH:33][C:28]=3[N:27]=[CH:79][C:78]2=[CH:76][N:77]=1.[C:14]1([C@H:13]2[C@@H:8]([C:7]([F:18])([F:17])[F:6])[CH2:9][CH2:10][N:11]([C:2](=[O:1])[CH2:3][C:4]#[N:5])[CH2:12]2)[N:34]2[C:29]3[CH:31]=[CH:32][NH:33][C:28]=3[N:27]=[CH:79][C:78]2=[CH:76][N:77]=1. The yield is 0.150. (3) The reactants are [Br:1][C:2]1[CH:3]=[C:4]([NH2:13])[C:5]([N:8]([CH2:10][CH2:11]Cl)[CH3:9])=[CH:6][CH:7]=1.C(=O)([O-])[O-].[K+].[K+]. The catalyst is CN(C=O)C. The product is [Br:1][C:2]1[CH:3]=[C:4]2[C:5](=[CH:6][CH:7]=1)[N:8]([CH3:9])[CH2:10][CH2:11][NH:13]2. The yield is 0.696. (4) The reactants are [OH:1][C:2]12[CH2:8][N:5]([CH2:6][CH2:7]1)[CH2:4][CH2:3]2.[Li+].CC([N-]C(C)C)C.[CH2:17]([N:24]([C:28]1[CH:33]=[CH:32][CH:31]=[CH:30][CH:29]=1)[C:25](Cl)=[O:26])[C:18]1[CH:23]=[CH:22][CH:21]=[CH:20][CH:19]=1.C([O-])=O. The catalyst is C1COCC1. The product is [N:5]12[CH2:8][C:2]([O:1][C:25](=[O:26])[N:24]([CH2:17][C:18]3[CH:23]=[CH:22][CH:21]=[CH:20][CH:19]=3)[C:28]3[CH:33]=[CH:32][CH:31]=[CH:30][CH:29]=3)([CH2:7][CH2:6]1)[CH2:3][CH2:4]2. The yield is 0.0130. (5) The reactants are OC(C(F)(F)F)=O.[NH:8]1[CH2:11][CH:10]([C:12]2[CH:33]=[CH:32][C:15]3[C:16]4[N:17]=[C:18]([C:24]5[N:25]([CH:29]([CH3:31])[CH3:30])[N:26]=[CH:27][N:28]=5)[S:19][C:20]=4[CH2:21][CH2:22][O:23][C:14]=3[CH:13]=2)[CH2:9]1.C(N(C(C)C)CC)(C)C.[O:43]1[C:45]([CH3:47])([CH3:46])[CH2:44]1. The catalyst is CO. The product is [CH:29]([N:25]1[C:24]([C:18]2[S:19][C:20]3[CH2:21][CH2:22][O:23][C:14]4[CH:13]=[C:12]([CH:10]5[CH2:11][N:8]([CH2:44][C:45]([CH3:47])([OH:43])[CH3:46])[CH2:9]5)[CH:33]=[CH:32][C:15]=4[C:16]=3[N:17]=2)=[N:28][CH:27]=[N:26]1)([CH3:31])[CH3:30]. The yield is 0.380. (6) The reactants are [NH2:1][C:2]1[CH:3]=[C:4]([CH:21]=[CH:22][CH:23]=1)[O:5][C:6]1[CH:7]=[CH:8][C:9]2[N:10]([CH:12]=[C:13]([NH:15][C:16]([CH:18]3[CH2:20][CH2:19]3)=[O:17])[N:14]=2)[N:11]=1.[Cl:24][C:25]1[CH:30]=[C:29]([C:31](O)=[O:32])[CH:28]=[C:27]([Cl:34])[N:26]=1.Cl.CN(C)CCCN=C=NCC.ON1C2C=CC=CC=2N=N1. The catalyst is CN(C)C=O. The product is [Cl:24][C:25]1[CH:30]=[C:29]([CH:28]=[C:27]([Cl:34])[N:26]=1)[C:31]([NH:1][C:2]1[CH:23]=[CH:22][CH:21]=[C:4]([O:5][C:6]2[CH:7]=[CH:8][C:9]3[N:10]([CH:12]=[C:13]([NH:15][C:16]([CH:18]4[CH2:20][CH2:19]4)=[O:17])[N:14]=3)[N:11]=2)[CH:3]=1)=[O:32]. The yield is 0.840.